From a dataset of Peptide-MHC class II binding affinity with 134,281 pairs from IEDB. Regression. Given a peptide amino acid sequence and an MHC pseudo amino acid sequence, predict their binding affinity value. This is MHC class II binding data. (1) The peptide sequence is EKKYFAATQFEPLYA. The MHC is HLA-DPA10201-DPB10101 with pseudo-sequence HLA-DPA10201-DPB10101. The binding affinity (normalized) is 1.00. (2) The peptide sequence is ALTKAITAMSEVQKV. The MHC is DRB4_0101 with pseudo-sequence DRB4_0103. The binding affinity (normalized) is 0.550. (3) The peptide sequence is AAATAGTTVYGAFEA. The MHC is HLA-DQA10401-DQB10402 with pseudo-sequence HLA-DQA10401-DQB10402. The binding affinity (normalized) is 0.474. (4) The MHC is DRB5_0101 with pseudo-sequence DRB5_0101. The binding affinity (normalized) is 0.413. The peptide sequence is DLGYAPATPAAPGAG. (5) The peptide sequence is LALGNQEGSLKTALT. The MHC is DRB5_0101 with pseudo-sequence DRB5_0101. The binding affinity (normalized) is 0.583. (6) The binding affinity (normalized) is 0.734. The MHC is DRB1_0405 with pseudo-sequence DRB1_0405. The peptide sequence is PPTVTIFKISKTVSE. (7) The peptide sequence is PDKPSLDISLETVAID. The MHC is HLA-DQA10102-DQB10501 with pseudo-sequence HLA-DQA10102-DQB10501. The binding affinity (normalized) is 0.517. (8) The peptide sequence is RSKIDLDSVKSILKW. The MHC is DRB1_0101 with pseudo-sequence DRB1_0101. The binding affinity (normalized) is 0.504.